Task: Predict the reactants needed to synthesize the given product.. Dataset: Retrosynthesis with 50K atom-mapped reactions and 10 reaction types from USPTO (1) Given the product CCSc1ccc(F)cc1N, predict the reactants needed to synthesize it. The reactants are: CCI.Nc1cc(F)ccc1S. (2) Given the product O=C(O)c1cn(C2CC2)c2c(Cl)c(N3CC4CCNC4C3)ccc2c1=O, predict the reactants needed to synthesize it. The reactants are: C1CC2CNCC2N1.O=C(O)c1cn(C2CC2)c2c(Cl)c(F)ccc2c1=O. (3) Given the product CC(C)(NC(=O)c1ccc(C2CCCC2)c(-c2cccc(Cl)c2)n1)c1nccs1, predict the reactants needed to synthesize it. The reactants are: CC(C)(N)c1nccs1.O=C(O)c1ccc(C2CCCC2)c(-c2cccc(Cl)c2)n1.